Dataset: Full USPTO retrosynthesis dataset with 1.9M reactions from patents (1976-2016). Task: Predict the reactants needed to synthesize the given product. (1) Given the product [CH3:16][O:7][C:6](=[O:8])[C:5]1[CH:9]=[CH:10][C:2]([NH2:1])=[C:3]([Cl:11])[CH:4]=1, predict the reactants needed to synthesize it. The reactants are: [NH2:1][C:2]1[CH:10]=[CH:9][C:5]([C:6]([OH:8])=[O:7])=[CH:4][C:3]=1[Cl:11].S(Cl)(Cl)=O.[CH3:16]O. (2) Given the product [Cl:18][C:19]1[CH:20]=[C:21]2[C:26](=[CH:27][CH:28]=1)[CH:25]=[C:24]([S:29]([CH2:32][CH2:33][C:34]([N:4]1[CH2:5][CH2:6][N:1]([C:11]([O:13][C:14]([CH3:17])([CH3:16])[CH3:15])=[O:12])[CH2:2][CH:3]1[C:7]([O:9][CH3:10])=[O:8])=[O:35])(=[O:30])=[O:31])[CH:23]=[CH:22]2, predict the reactants needed to synthesize it. The reactants are: [N:1]1([C:11]([O:13][C:14]([CH3:17])([CH3:16])[CH3:15])=[O:12])[CH2:6][CH2:5][NH:4][CH:3]([C:7]([O:9][CH3:10])=[O:8])[CH2:2]1.[Cl:18][C:19]1[CH:20]=[C:21]2[C:26](=[CH:27][CH:28]=1)[CH:25]=[C:24]([S:29]([CH2:32][CH2:33][C:34](O)=[O:35])(=[O:31])=[O:30])[CH:23]=[CH:22]2.C1C=CC2N(O)N=NC=2C=1.CCN=C=NCCCN(C)C.C(=O)([O-])[O-].[K+].[K+]. (3) Given the product [CH3:9][O:8][C:6]([C:3]1[N:4]=[CH:5][N:1]([C@@H:14]2[O:36][C@H:35]([CH2:37][O:38][C:39](=[O:46])[C:40]3[CH:45]=[CH:44][CH:43]=[CH:42][CH:41]=3)[C@@H:25]([O:26][C:27](=[O:34])[C:28]3[CH:33]=[CH:32][CH:31]=[CH:30][CH:29]=3)[C@H:15]2[O:16][C:17](=[O:24])[C:18]2[CH:19]=[CH:20][CH:21]=[CH:22][CH:23]=2)[N:2]=1)=[O:7], predict the reactants needed to synthesize it. The reactants are: [NH:1]1[CH:5]=[N:4][C:3]([C:6]([O:8][CH3:9])=[O:7])=[N:2]1.C(O[C@@H:14]1[O:36][C@H:35]([CH2:37][O:38][C:39](=[O:46])[C:40]2[CH:45]=[CH:44][CH:43]=[CH:42][CH:41]=2)[C@@H:25]([O:26][C:27](=[O:34])[C:28]2[CH:33]=[CH:32][CH:31]=[CH:30][CH:29]=2)[C@H:15]1[O:16][C:17](=[O:24])[C:18]1[CH:23]=[CH:22][CH:21]=[CH:20][CH:19]=1)(=O)C. (4) Given the product [Br:1][C:2]1[CH:11]=[CH:10][C:5]2[C:6](=[O:8])[CH2:15][S:12](=[O:14])(=[O:13])[C:4]=2[CH:3]=1, predict the reactants needed to synthesize it. The reactants are: [Br:1][C:2]1[CH:11]=[CH:10][C:5]([C:6]([O:8]C)=O)=[C:4]([S:12]([CH3:15])(=[O:14])=[O:13])[CH:3]=1.[H-].[Na+].O. (5) Given the product [Cl:1][C:2]1[CH:3]=[C:4]([CH:18]=[CH:19][C:20]=1[O:21][C:23]1[CH:28]=[CH:27][CH:26]=[CH:25][CH:24]=1)[C:5]([NH:7][CH:8]1[CH2:13][C:12]([CH3:14])([CH3:15])[NH:11][C:10]([CH3:17])([CH3:16])[CH2:9]1)=[O:6], predict the reactants needed to synthesize it. The reactants are: [Cl:1][C:2]1[CH:3]=[C:4]([CH:18]=[CH:19][C:20]=1[OH:21])[C:5]([NH:7][CH:8]1[CH2:13][C:12]([CH3:15])([CH3:14])[NH:11][C:10]([CH3:17])([CH3:16])[CH2:9]1)=[O:6].I[C:23]1[CH:28]=[CH:27][CH:26]=[CH:25][CH:24]=1.C([O-])([O-])=O.[K+].[K+]. (6) Given the product [CH:43]([N:46]([S:54]([C:57]1[CH:62]=[CH:61][C:60]([N+:63]([O-:65])=[O:64])=[CH:59][CH:58]=1)(=[O:55])=[O:56])[C@@H:47]([CH2:51]/[CH:52]=[CH:53]/[C:3](=[O:4])[CH3:2])[C:48]([O:50][CH2:66][CH3:67])=[O:49])([CH3:45])[CH3:44], predict the reactants needed to synthesize it. The reactants are: N[C@@H:2](C(C1C=CC=CC=1)C1C=CC=CC=1)[C:3](NCCC(C)C[C@H](N(CCC(C)C)S(C1C=CC(C)=CC=1)(=O)=O)CO)=[O:4].[CH:43]([N:46]([S:54]([C:57]1[CH:62]=[CH:61][C:60]([N+:63]([O-:65])=[O:64])=[CH:59][CH:58]=1)(=[O:56])=[O:55])[CH:47]([CH2:51][CH:52]=[CH2:53])[C:48]([O-:50])=[O:49])([CH3:45])[CH3:44].[CH2:66](C(C)=O)[CH:67]=CC. (7) Given the product [CH3:21][C:12]([S:11][C:9]1[CH:8]=[CH:7][C:5]2[N:6]=[C:2]([NH2:1])[S:3][C:4]=2[CH:10]=1)([CH3:20])[CH2:13][N:15]1[CH2:19][CH2:18][CH2:17][CH2:16]1, predict the reactants needed to synthesize it. The reactants are: [NH2:1][C:2]1[S:3][C:4]2[CH:10]=[C:9]([S:11][C:12]([CH3:21])([CH3:20])[C:13]([N:15]3[CH2:19][CH2:18][CH2:17][CH2:16]3)=O)[CH:8]=[CH:7][C:5]=2[N:6]=1.CO. (8) Given the product [CH3:14][C:6]1[CH:7]=[C:8]([S:12][CH3:13])[CH:9]=[C:10]([CH3:11])[C:5]=1[C:3]1[N:15]=[C:16]([NH2:18])[S:17][CH:2]=1, predict the reactants needed to synthesize it. The reactants are: Br[CH2:2][C:3]([C:5]1[C:10]([CH3:11])=[CH:9][C:8]([S:12][CH3:13])=[CH:7][C:6]=1[CH3:14])=O.[NH2:15][C:16]([NH2:18])=[S:17]. (9) Given the product [CH2:1]([O:3][C:4]([C:6]1[NH:7][C:8]([CH:18]=[C:22]2[C:23]3[C:28](=[CH:27][CH:26]=[CH:25][CH:24]=3)[NH:20][C:21]2=[O:29])=[C:9]([CH2:12][CH2:13][C:14]([O:16][CH3:17])=[O:15])[C:10]=1[CH3:11])=[O:5])[CH3:2], predict the reactants needed to synthesize it. The reactants are: [CH2:1]([O:3][C:4]([C:6]1[NH:7][C:8]([CH:18]=O)=[C:9]([CH2:12][CH2:13][C:14]([O:16][CH3:17])=[O:15])[C:10]=1[CH3:11])=[O:5])[CH3:2].[NH:20]1[C:28]2[C:23](=[CH:24][CH:25]=[CH:26][CH:27]=2)[CH2:22][C:21]1=[O:29].